Dataset: Full USPTO retrosynthesis dataset with 1.9M reactions from patents (1976-2016). Task: Predict the reactants needed to synthesize the given product. (1) Given the product [CH2:1]([O:3][C:4](=[O:31])[C:5]1[CH:10]=[CH:9][C:8]([O:38][C:34]2[CH:33]=[N:32][CH:37]=[CH:36][CH:35]=2)=[CH:7][C:6]=1[CH2:12][N:13]([CH2:51][C:40]1[CH:42]=[CH:43][C:44]([O:49][CH3:58])=[CH:45][C:48]=1[O:55][CH3:52])[CH2:14][C:15]([O:17][CH2:18][CH3:19])=[O:16])[CH3:2], predict the reactants needed to synthesize it. The reactants are: [CH2:1]([O:3][C:4](=[O:31])[C:5]1[CH:10]=[CH:9][C:8](Br)=[CH:7][C:6]=1[CH2:12][N:13](OC1C=CC(OC)=CC=1OC)[CH2:14][C:15]([O:17][CH2:18][CH3:19])=[O:16])[CH3:2].[N:32]1[CH:37]=[CH:36][CH:35]=[C:34]([OH:38])[CH:33]=1.C[C:40]([CH3:51])([C:42](=O)[CH2:43][C:44](=[O:49])[C:45]([CH3:48])(C)C)C.[C:52](=[O:55])([O-])[O-].[Cs+].[Cs+].[CH3:58]N1C(=O)CCC1. (2) Given the product [Cl:12][C:13]1[C:22]2[C:17](=[CH:18][CH:19]=[CH:20][CH:21]=2)[C:16]([C:5]2[C:4]3[C:8](=[CH:9][CH:10]=[C:2]([Cl:1])[CH:3]=3)[NH:7][C:6]=2[CH3:11])=[N:15][N:14]=1, predict the reactants needed to synthesize it. The reactants are: [Cl:1][C:2]1[CH:3]=[C:4]2[C:8](=[CH:9][CH:10]=1)[NH:7][C:6]([CH3:11])=[CH:5]2.[Cl:12][C:13]1[C:22]2[C:17](=[CH:18][CH:19]=[CH:20][CH:21]=2)[C:16](Cl)=[N:15][N:14]=1.[Cl-].[Al+3].[Cl-].[Cl-].Cl.